The task is: Predict the reactants needed to synthesize the given product.. This data is from Full USPTO retrosynthesis dataset with 1.9M reactions from patents (1976-2016). (1) The reactants are: O=P(Cl)(Cl)[Cl:3].[F:6][C:7]1[CH:8]=[C:9]2[C:14](=[CH:15][C:16]=1[F:17])[N:13]=[CH:12][N:11]=[C:10]2O.C(N(CC)CC)C. Given the product [Cl:3][C:10]1[C:9]2[C:14](=[CH:15][C:16]([F:17])=[C:7]([F:6])[CH:8]=2)[N:13]=[CH:12][N:11]=1, predict the reactants needed to synthesize it. (2) Given the product [CH3:11][O:12][C:13]1[CH:14]=[C:15]2[C:20](=[CH:21][C:22]=1[O:23][CH3:24])[N:19]=[CH:18][CH:17]=[C:16]2[O:25][C:26]1[CH:33]=[CH:32][C:31]([O:34][CH3:35])=[CH:30][C:27]=1[CH:28]([C:2]1[S:1][CH:5]=[CH:4][N:3]=1)[OH:29], predict the reactants needed to synthesize it. The reactants are: [S:1]1[CH:5]=[CH:4][N:3]=[CH:2]1.C([Li])CCC.[CH3:11][O:12][C:13]1[CH:14]=[C:15]2[C:20](=[CH:21][C:22]=1[O:23][CH3:24])[N:19]=[CH:18][CH:17]=[C:16]2[O:25][C:26]1[CH:33]=[CH:32][C:31]([O:34][CH3:35])=[CH:30][C:27]=1[CH:28]=[O:29].[Cl-].[NH4+]. (3) Given the product [Cl:6][C:7]1[CH:8]=[CH:9][C:10]2[N:16]3[C:17]([CH2:20][O:21][CH3:2])=[CH:18][CH:19]=[C:15]3[C@@H:14]([CH2:22][CH2:23][C:24]([N:26]3[CH2:31][CH2:30][CH:29]([CH2:32][C:33]([O:35][CH2:36][CH3:37])=[O:34])[CH2:28][CH2:27]3)=[O:25])[O:13][C@H:12]([C:38]3[CH:43]=[CH:42][CH:41]=[C:40]([O:44][CH3:45])[C:39]=3[O:46][CH3:47])[C:11]=2[CH:48]=1, predict the reactants needed to synthesize it. The reactants are: O1CCC[CH2:2]1.[Cl:6][C:7]1[CH:8]=[CH:9][C:10]2[N:16]3[C:17]([CH2:20][OH:21])=[CH:18][CH:19]=[C:15]3[C@@H:14]([CH2:22][CH2:23][C:24]([N:26]3[CH2:31][CH2:30][CH:29]([CH2:32][C:33]([O:35][CH2:36][CH3:37])=[O:34])[CH2:28][CH2:27]3)=[O:25])[O:13][C@H:12]([C:38]3[CH:43]=[CH:42][CH:41]=[C:40]([O:44][CH3:45])[C:39]=3[O:46][CH3:47])[C:11]=2[CH:48]=1.[H-].[Na+].C(O)(=O)CC(CC(O)=O)(C(O)=O)O. (4) The reactants are: [F:1][C:2]1([F:25])[CH2:7][CH2:6][C:5]([CH2:9][NH:10][C:11]([C:13]2[C:14]3[CH:15]=[CH:16][C:17](Cl)=[N:18][C:19]=3[CH:20]=[CH:21][C:22]=2[Cl:23])=[O:12])([OH:8])[CH2:4][CH2:3]1.CCN(C(C)C)C(C)C.[CH3:35][N:36]([CH3:42])[C@H:37]1[CH2:41][CH2:40][NH:39][CH2:38]1. Given the product [F:1][C:2]1([F:25])[CH2:7][CH2:6][C:5]([CH2:9][NH:10][C:11]([C:13]2[C:14]3[CH:15]=[CH:16][C:17]([N:39]4[CH2:40][CH2:41][C@H:37]([N:36]([CH3:42])[CH3:35])[CH2:38]4)=[N:18][C:19]=3[CH:20]=[CH:21][C:22]=2[Cl:23])=[O:12])([OH:8])[CH2:4][CH2:3]1, predict the reactants needed to synthesize it. (5) Given the product [C:1]([O:4][CH2:5][CH2:6][S:7]([O:14][CH2:11][C:12]#[CH:13])(=[O:9])=[O:8])(=[O:3])[CH3:2], predict the reactants needed to synthesize it. The reactants are: [C:1]([O:4][CH2:5][CH2:6][S:7](Cl)(=[O:9])=[O:8])(=[O:3])[CH3:2].[CH2:11]([OH:14])[C:12]#[CH:13].C(N(CC)CC)C.O.